From a dataset of Forward reaction prediction with 1.9M reactions from USPTO patents (1976-2016). Predict the product of the given reaction. (1) Given the reactants [C:1]([C:5]1[N:10]=[C:9](Cl)[C:8]([C:12]([N:14]([CH2:32][CH:33]([CH3:35])[CH3:34])[C@@H:15]2[CH2:20][N:19](C(OC(C)(C)C)=O)[CH2:18][C@H:17]([C:28]([O:30][CH3:31])=[O:29])[CH2:16]2)=[O:13])=[CH:7][N:6]=1)([CH3:4])([CH3:3])[CH3:2].C(N(C(C)C)CC)(C)C.[CH3:45][S:46][CH2:47][CH2:48][CH2:49][NH2:50].C(=O)([O-])O.[Na+], predict the reaction product. The product is: [C:1]([C:5]1[N:10]=[C:9]([NH:50][CH2:49][CH2:48][CH2:47][S:46][CH3:45])[C:8]([C:12]([N:14]([CH2:32][CH:33]([CH3:34])[CH3:35])[C@@H:15]2[CH2:20][NH:19][CH2:18][C@H:17]([C:28]([O:30][CH3:31])=[O:29])[CH2:16]2)=[O:13])=[CH:7][N:6]=1)([CH3:2])([CH3:3])[CH3:4]. (2) Given the reactants [Br:1][C:2]1[CH:3]=[C:4]([CH2:8][CH2:9][C:10]([OH:12])=[O:11])[CH:5]=[CH:6][CH:7]=1.[C:13](Cl)(=O)[C:14](Cl)=O, predict the reaction product. The product is: [Br:1][C:2]1[CH:3]=[C:4]([CH2:8][CH2:9][C:10]([O:12][CH2:13][CH3:14])=[O:11])[CH:5]=[CH:6][CH:7]=1. (3) Given the reactants [CH3:1][O:2][C:3](=[O:29])[CH2:4][C:5]1[CH:10]=[CH:9][C:8]([OH:11])=[C:7]([O:12][C:13]2[CH:18]=[CH:17][C:16]([N+:19]([O-:21])=[O:20])=[CH:15][C:14]=2[CH2:22][S:23][CH2:24][C:25]([F:28])([F:27])[F:26])[CH:6]=1.Cl[C:31]([F:36])([F:35])C([O-])=O.[Na+].C(=O)([O-])[O-].[K+].[K+], predict the reaction product. The product is: [CH3:1][O:2][C:3](=[O:29])[CH2:4][C:5]1[CH:10]=[CH:9][C:8]([O:11][CH:31]([F:36])[F:35])=[C:7]([O:12][C:13]2[CH:18]=[CH:17][C:16]([N+:19]([O-:21])=[O:20])=[CH:15][C:14]=2[CH2:22][S:23][CH2:24][C:25]([F:28])([F:26])[F:27])[CH:6]=1. (4) Given the reactants ClC1C=CC(B2OC(C)(C)C(C)(C)O2)=C2C=1C(N[S:22]([CH3:25])(=[O:24])=[O:23])=NN2C.[NH2:26][C:27]1[N:31]2[C:32]([Cl:76])=[CH:33][CH:34]=[C:35]([C:36]3[C:37]([C@@H:48]([NH:58][C:59](=[O:75])[CH2:60][N:61]4[C:65]5[C:66]([F:71])([F:70])[C@@H:67]6[CH2:69][C@@H:68]6[C:64]=5[C:63]([CH:72]([F:74])[F:73])=[N:62]4)[CH2:49][C:50]4[CH:55]=[C:54]([F:56])[CH:53]=[C:52]([F:57])[CH:51]=4)=[N:38][C:39]([C:42]#[C:43][C:44]([CH3:47])([CH3:46])[CH3:45])=[CH:40][CH:41]=3)[C:30]2=[N:29][N:28]=1, predict the reaction product. The product is: [Cl:76][C:32]1[N:31]2[C:27]([NH:26][S:22]([CH3:25])(=[O:24])=[O:23])=[N:28][N:29]=[C:30]2[C:35]([C:36]2[C:37]([C@@H:48]([NH:58][C:59](=[O:75])[CH2:60][N:61]3[C:65]4[C:66]([F:70])([F:71])[C@@H:67]5[CH2:69][C@@H:68]5[C:64]=4[C:63]([CH:72]([F:74])[F:73])=[N:62]3)[CH2:49][C:50]3[CH:55]=[C:54]([F:56])[CH:53]=[C:52]([F:57])[CH:51]=3)=[N:38][C:39]([C:42]#[C:43][C:44]([CH3:45])([CH3:46])[CH3:47])=[CH:40][CH:41]=2)=[CH:34][CH:33]=1. (5) Given the reactants C([O:3][C:4](=[O:31])[CH2:5][C:6]1[CH:7]=[N:8][N:9]([CH2:11][C:12]2[CH:17]=[CH:16][C:15]([NH:18][C:19](=[O:24])[C:20]([CH3:23])([CH3:22])[CH3:21])=[CH:14][C:13]=2[CH2:25][S:26][C:27]([CH3:30])([CH3:29])[CH3:28])[CH:10]=1)C.[OH-].[Li+], predict the reaction product. The product is: [C:27]([S:26][CH2:25][C:13]1[CH:14]=[C:15]([NH:18][C:19](=[O:24])[C:20]([CH3:23])([CH3:22])[CH3:21])[CH:16]=[CH:17][C:12]=1[CH2:11][N:9]1[CH:10]=[C:6]([CH2:5][C:4]([OH:31])=[O:3])[CH:7]=[N:8]1)([CH3:30])([CH3:29])[CH3:28]. (6) Given the reactants [CH:1]1([NH:4][C:5]2[N:10]=[C:9]([O:11]C)[C:8]([C:13]3[CH:18]=[CH:17][C:16]([O:19][C:20]4[CH:25]=[CH:24][N:23]=[C:22]([C:26]5[CH:27]=[N:28][N:29]([CH3:31])[CH:30]=5)[CH:21]=4)=[C:15]([CH3:32])[N:14]=3)=[CH:7][N:6]=2)[CH2:3][CH2:2]1.Br, predict the reaction product. The product is: [CH:1]1([NH:4][C:5]2[NH:10][C:9](=[O:11])[C:8]([C:13]3[CH:18]=[CH:17][C:16]([O:19][C:20]4[CH:25]=[CH:24][N:23]=[C:22]([C:26]5[CH:27]=[N:28][N:29]([CH3:31])[CH:30]=5)[CH:21]=4)=[C:15]([CH3:32])[N:14]=3)=[CH:7][N:6]=2)[CH2:3][CH2:2]1. (7) Given the reactants [CH3:1][O:2][C:3]([C@@H:5]1[C@@H:10]([CH:11]([CH3:13])[CH3:12])[O:9][CH2:8][CH2:7][N:6]1S(C1C=CC(C)=CC=1)(=O)=O)=[O:4].[Mg], predict the reaction product. The product is: [CH3:1][O:2][C:3]([C@@H:5]1[C@@H:10]([CH:11]([CH3:13])[CH3:12])[O:9][CH2:8][CH2:7][NH:6]1)=[O:4]. (8) Given the reactants I.I.[CH:3]1([CH2:6][N:7]2[C:11]3[CH:12]=[CH:13][CH:14]=[CH:15][C:10]=3[N:9]=[C:8]2[N:16]2[CH2:22][CH2:21][CH2:20][NH:19][CH2:18][CH2:17]2)[CH2:5][CH2:4]1.[CH3:23][O:24][C:25]1[CH:30]=[CH:29][C:28]([N:31]2[CH:35]=[N:34][N:33]=[N:32]2)=[CH:27][C:26]=1[C:36]([N:38]1[CH2:42][CH2:41][C@:40]([CH2:49][CH2:50]OS(C)(=O)=O)([C:43]2[CH:48]=[CH:47][CH:46]=[CH:45][CH:44]=2)[CH2:39]1)=[O:37].C(N(CC)CC)C.C(#N)C, predict the reaction product. The product is: [OH-:24].[NH4+:7].[CH:3]1([CH2:6][N:7]2[C:11]3[CH:12]=[CH:13][CH:14]=[CH:15][C:10]=3[N:9]=[C:8]2[N:16]2[CH2:22][CH2:21][CH2:20][N:19]([CH2:50][CH2:49][C@:40]3([C:43]4[CH:48]=[CH:47][CH:46]=[CH:45][CH:44]=4)[CH2:41][CH2:42][N:38]([C:36]([C:26]4[CH:27]=[C:28]([N:31]5[CH:35]=[N:34][N:33]=[N:32]5)[CH:29]=[CH:30][C:25]=4[O:24][CH3:23])=[O:37])[CH2:39]3)[CH2:18][CH2:17]2)[CH2:4][CH2:5]1. (9) Given the reactants Br[C:2]1[C:3]([N:22]2[CH2:26][CH2:25][C@@H:24]([OH:27])[CH2:23]2)=[N:4][CH:5]=[C:6]([CH:21]=1)[C:7]([NH:9][C:10]1[CH:15]=[CH:14][C:13]([S:16][C:17]([F:20])([F:19])[F:18])=[CH:12][CH:11]=1)=[O:8].[N:28]1[CH:33]=[C:32](B(O)O)[CH:31]=[N:30][CH:29]=1.C([O-])([O-])=O.[Na+].[Na+], predict the reaction product. The product is: [OH:27][C@@H:24]1[CH2:25][CH2:26][N:22]([C:3]2[C:2]([C:32]3[CH:33]=[N:28][CH:29]=[N:30][CH:31]=3)=[CH:21][C:6]([C:7]([NH:9][C:10]3[CH:15]=[CH:14][C:13]([S:16][C:17]([F:20])([F:19])[F:18])=[CH:12][CH:11]=3)=[O:8])=[CH:5][N:4]=2)[CH2:23]1.